The task is: Predict the reaction yield, written as a fraction of the theoretical maximum amount of product (1.0 means a 100% yield; for example, 0.34 means a 34% yield).. This data is from Reaction yield outcomes from USPTO patents with 853,638 reactions. (1) The reactants are [C:1]([O:5][C:6]([NH:8][C@H:9]1[CH2:14][CH2:13][C@H:12]([NH:15][C:16]2[C:17]([CH3:27])=[C:18]([CH:23]=[C:24]([Cl:26])[CH:25]=2)[C:19]([O:21][CH3:22])=[O:20])[CH2:11][CH2:10]1)=[O:7])([CH3:4])([CH3:3])[CH3:2].[CH:28](=O)[CH3:29].C(O)(=O)C.C(O[BH-](OC(=O)C)OC(=O)C)(=O)C.[Na+]. The catalyst is ClC(Cl)C. The product is [C:1]([O:5][C:6]([NH:8][C@H:9]1[CH2:14][CH2:13][C@H:12]([N:15]([CH2:28][CH3:29])[C:16]2[C:17]([CH3:27])=[C:18]([CH:23]=[C:24]([Cl:26])[CH:25]=2)[C:19]([O:21][CH3:22])=[O:20])[CH2:11][CH2:10]1)=[O:7])([CH3:4])([CH3:3])[CH3:2]. The yield is 0.860. (2) The reactants are [F:1][C:2]1[CH:7]=[C:6](F)[CH:5]=[C:4]([F:9])[N:3]=1.[CH3:10][N:11]1[CH2:16][CH2:15][NH:14][CH2:13][CH2:12]1.O. The catalyst is CCO.CCN(CC)CC. The product is [F:1][C:2]1[CH:7]=[C:6]([N:14]2[CH2:15][CH2:16][N:11]([CH3:10])[CH2:12][CH2:13]2)[CH:5]=[C:4]([F:9])[N:3]=1. The yield is 0.520. (3) The reactants are ClC(Cl)(Cl)C([N:5]1[CH2:10][CH2:9][N:8]([C:11]2[CH:16]=[C:15]([S:17]([N:20]3[C:28]4[C:23](=[CH:24][CH:25]=[C:26]([Cl:29])[CH:27]=4)[C:22]([CH2:30][CH3:31])=[CH:21]3)(=[O:19])=[O:18])[CH:14]=[CH:13][C:12]=2[O:32][CH3:33])[CH2:7][CH2:6]1)=O.[OH-].[K+]. The catalyst is C1COCC1. The product is [Cl:29][C:26]1[CH:27]=[C:28]2[C:23]([C:22]([CH2:30][CH3:31])=[CH:21][N:20]2[S:17]([C:15]2[CH:14]=[CH:13][C:12]([O:32][CH3:33])=[C:11]([N:8]3[CH2:7][CH2:6][NH:5][CH2:10][CH2:9]3)[CH:16]=2)(=[O:19])=[O:18])=[CH:24][CH:25]=1. The yield is 0.600. (4) The product is [Br:1][C:36]1[CH:35]=[C:34]([C:37]2[CH:42]=[CH:41][C:40]([O:43][CH3:44])=[C:39]([O:45][CH3:46])[CH:38]=2)[S:33][C:32]=1[C:26]1[CH:27]=[CH:28][C:29]([O:30][CH3:31])=[C:24]([O:23][CH3:22])[CH:25]=1. No catalyst specified. The yield is 0.770. The reactants are [Br:1]C1SC(Br)=CC=1Br.COC1C=C(B(O)O)C=CC=1OC.[CH3:22][O:23][C:24]1[CH:25]=[C:26]([C:32]2[S:33][C:34]([C:37]3[CH:42]=[CH:41][C:40]([O:43][CH3:44])=[C:39]([O:45][CH3:46])[CH:38]=3)=[CH:35][CH:36]=2)[CH:27]=[CH:28][C:29]=1[O:30][CH3:31]. (5) The reactants are [C:1]([O:5][C:6](=[O:29])[NH:7][CH2:8][CH2:9][CH2:10][C:11]1([C:23]2[CH:28]=[CH:27][CH:26]=[CH:25][CH:24]=2)[NH:15][N:14]=[C:13]([C:16]2[CH:21]=[CH:20][CH:19]=[C:18]([F:22])[CH:17]=2)[S:12]1)([CH3:4])([CH3:3])[CH3:2].C(N(CC)CC)C.[C:37](Cl)(=[O:41])[CH:38]([CH3:40])[CH3:39]. The catalyst is C(Cl)Cl. The product is [C:1]([O:5][C:6](=[O:29])[NH:7][CH2:8][CH2:9][CH2:10][C:11]1([C:23]2[CH:24]=[CH:25][CH:26]=[CH:27][CH:28]=2)[N:15]([C:37](=[O:41])[CH:38]([CH3:40])[CH3:39])[N:14]=[C:13]([C:16]2[CH:21]=[CH:20][CH:19]=[C:18]([F:22])[CH:17]=2)[S:12]1)([CH3:4])([CH3:2])[CH3:3]. The yield is 0.750. (6) The reactants are Cl[C:2]1[CH:7]=[CH:6][N:5]=[C:4]2[O:8][C:9]3([CH:15]4[CH2:16][CH2:17][N:12]([CH2:13][CH2:14]4)[CH2:11]3)[CH2:10][C:3]=12.C(=O)([O-])[O-].[Na+].[Na+].[CH3:24][N:25]1[CH2:30][CH2:29][NH:28][CH2:27][CH2:26]1. The catalyst is O. The product is [CH3:24][N:25]1[CH2:30][CH2:29][N:28]([C:2]2[CH:7]=[CH:6][N:5]=[C:4]3[O:8][C:9]4([CH:15]5[CH2:16][CH2:17][N:12]([CH2:13][CH2:14]5)[CH2:11]4)[CH2:10][C:3]=23)[CH2:27][CH2:26]1. The yield is 0.480. (7) The yield is 0.430. The product is [F:1][C:2]1[CH:22]=[CH:21][CH:20]=[C:19]([F:23])[C:3]=1[CH2:4][N:5]1[C:6]([CH3:18])=[C:7]([C:13]([O:15][CH2:16][CH3:17])=[O:14])[C:8](=[O:12])[C:9]([Br:24])=[C:10]1[CH3:11]. The reactants are [F:1][C:2]1[CH:22]=[CH:21][CH:20]=[C:19]([F:23])[C:3]=1[CH2:4][N:5]1[C:10]([CH3:11])=[CH:9][C:8](=[O:12])[C:7]([C:13]([O:15][CH2:16][CH3:17])=[O:14])=[C:6]1[CH3:18].[Br:24]Br. The catalyst is C(O)(=O)C. (8) The catalyst is O.CO. The yield is 0.900. The product is [CH:3]1[CH:8]=[N:7][CH:6]=[C:5]([CH2:9][C:10]([P:12]([O-:14])([OH:15])=[O:13])([P:16]([OH:19])([OH:18])=[O:17])[OH:11])[CH:4]=1.[Na+:2]. The reactants are [OH-].[Na+:2].[CH:3]1[CH:8]=[N:7][CH:6]=[C:5]([CH2:9][C:10]([P:16]([OH:19])([OH:18])=[O:17])([P:12]([OH:15])([OH:14])=[O:13])[OH:11])[CH:4]=1. (9) The reactants are Br[C:2]1[CH:3]=[N:4][C:5]2[N:6]([N:8]=[C:9]([CH3:21])[C:10]=2[CH2:11][N:12]2[CH2:16][CH:15]([CH2:17][CH2:18][CH3:19])[CH2:14][C:13]2=[O:20])[CH:7]=1.[C:22]1([C:28]#[CH:29])[CH:27]=[CH:26][CH:25]=[CH:24][CH:23]=1.[O-]P([O-])([O-])=O.[K+].[K+].[K+]. The catalyst is O.C(O)(C)C.[Pd]. The product is [CH3:21][C:9]1[C:10]([CH2:11][N:12]2[CH2:16][CH:15]([CH2:17][CH2:18][CH3:19])[CH2:14][C:13]2=[O:20])=[C:5]2[N:4]=[CH:3][C:2]([C:29]#[C:28][C:22]3[CH:27]=[CH:26][CH:25]=[CH:24][CH:23]=3)=[CH:7][N:6]2[N:8]=1. The yield is 0.110.